From a dataset of Full USPTO retrosynthesis dataset with 1.9M reactions from patents (1976-2016). Predict the reactants needed to synthesize the given product. (1) Given the product [Cl:9][C:8]1[N:1]=[C:2]([Cl:3])[N:4]=[C:5]([NH:27][C@H:25]([C:19]2[CH:24]=[CH:23][CH:22]=[CH:21][CH:20]=2)[CH3:26])[N:7]=1, predict the reactants needed to synthesize it. The reactants are: [N:1]1[C:8]([Cl:9])=[N:7][C:5](Cl)=[N:4][C:2]=1[Cl:3].C(N(C(C)C)CC)(C)C.[C:19]1([C@@H:25]([NH2:27])[CH3:26])[CH:24]=[CH:23][CH:22]=[CH:21][CH:20]=1. (2) Given the product [C:6]([C:5]1[CH:8]=[CH:9][C:10]([CH:11]2[C:12]([C:18]3[S:19][CH:20]=[C:21]([CH3:23])[N:22]=3)=[C:13]([CH2:14][O:15][CH3:16])[NH:24][C:25]([C:29]([F:32])([F:31])[F:30])=[C:26]2[C:27]#[N:28])=[C:3]([O:2][CH3:1])[CH:4]=1)#[N:7], predict the reactants needed to synthesize it. The reactants are: [CH3:1][O:2][C:3]1[CH:4]=[C:5]([CH:8]=[CH:9][C:10]=1[CH:11]=[C:12]([C:18]1[S:19][CH:20]=[C:21]([CH3:23])[N:22]=1)[C:13](=O)[CH2:14][O:15][CH3:16])[C:6]#[N:7].[NH2:24][C:25]([C:29]([F:32])([F:31])[F:30])=[CH:26][C:27]#[N:28].CC(C)([O-])C.[K+]. (3) Given the product [Cl:19][C:14]1[CH:13]=[C:12]([NH:11][C:10](=[NH:20])[NH:9][C:4]2[N:3]=[C:2]([NH:26][CH2:25][CH2:24][CH2:23][N:22]([CH3:27])[CH3:21])[CH:7]=[C:6]([CH3:8])[N:5]=2)[CH:17]=[CH:16][C:15]=1[Cl:18], predict the reactants needed to synthesize it. The reactants are: Cl[C:2]1[CH:7]=[C:6]([CH3:8])[N:5]=[C:4]([NH:9][C:10](=[NH:20])[NH:11][C:12]2[CH:17]=[CH:16][C:15]([Cl:18])=[C:14]([Cl:19])[CH:13]=2)[N:3]=1.[CH3:21][N:22]([CH3:27])[CH2:23][CH2:24][CH2:25][NH2:26].